This data is from Forward reaction prediction with 1.9M reactions from USPTO patents (1976-2016). The task is: Predict the product of the given reaction. (1) Given the reactants [CH3:1][C:2]1[CH:3]=[N:4][CH:5]=[CH:6][C:7]=1[C:8]1[O:9][C:10]2[CH:16]=[CH:15][C:14]([C:17]([F:20])([F:19])[F:18])=[CH:13][C:11]=2[N:12]=1.C(Cl)(Cl)Cl.ClC1C=CC=C(C(OO)=[O:33])C=1, predict the reaction product. The product is: [CH3:1][C:2]1[CH:3]=[N+:4]([O-:33])[CH:5]=[CH:6][C:7]=1[C:8]1[O:9][C:10]2[CH:16]=[CH:15][C:14]([C:17]([F:20])([F:18])[F:19])=[CH:13][C:11]=2[N:12]=1. (2) Given the reactants [O:1]1[C:5]2=[CH:6][N:7]=[CH:8][CH:9]=[C:4]2[C:3]([OH:10])=[N:2]1.[CH2:11]([Br:18])[C:12]1[CH:17]=[CH:16][CH:15]=[CH:14][CH:13]=1.CC(C)=O, predict the reaction product. The product is: [Br-:18].[CH2:11]([N+:7]1[CH:6]=[C:5]2[O:1][N:2]=[C:3]([OH:10])[C:4]2=[CH:9][CH:8]=1)[C:12]1[CH:17]=[CH:16][CH:15]=[CH:14][CH:13]=1. (3) Given the reactants Cl.[NH2:2][C@H:3]([C:18]([O:20][CH2:21][CH2:22][SiH2:23][CH:24]([C:31]1[CH:36]=[CH:35][CH:34]=[CH:33][CH:32]=1)[C:25]1[CH:30]=[CH:29][CH:28]=[CH:27][CH:26]=1)=[O:19])[CH2:4][C:5]1[CH:17]=[CH:16][C:8]([C:9]([O:11][C:12]([CH3:15])([CH3:14])[CH3:13])=[O:10])=[CH:7][CH:6]=1.[Cl:37][C:38]1[CH:46]=[CH:45][CH:44]=[C:43]([Cl:47])[C:39]=1[C:40](Cl)=[O:41], predict the reaction product. The product is: [Cl:37][C:38]1[CH:46]=[CH:45][CH:44]=[C:43]([Cl:47])[C:39]=1[C:40]([NH:2][C@H:3]([C:18]([O:20][CH2:21][CH2:22][SiH2:23][CH:24]([C:31]1[CH:32]=[CH:33][CH:34]=[CH:35][CH:36]=1)[C:25]1[CH:30]=[CH:29][CH:28]=[CH:27][CH:26]=1)=[O:19])[CH2:4][C:5]1[CH:17]=[CH:16][C:8]([C:9]([O:11][C:12]([CH3:15])([CH3:13])[CH3:14])=[O:10])=[CH:7][CH:6]=1)=[O:41]. (4) Given the reactants Cl[C:2]1[CH:7]=[C:6]([C:8]2[CH:9]=[N:10][C:11]([C:14]([F:17])([F:16])[F:15])=[CH:12][CH:13]=2)[CH:5]=[C:4]([Cl:18])[N:3]=1.[CH3:19][O:20][CH2:21][CH2:22][O:23][Na], predict the reaction product. The product is: [Cl:18][C:4]1[CH:5]=[C:6]([C:8]2[CH:9]=[N:10][C:11]([C:14]([F:17])([F:16])[F:15])=[CH:12][CH:13]=2)[CH:7]=[C:2]([O:23][CH2:22][CH2:21][O:20][CH3:19])[N:3]=1. (5) Given the reactants [CH3:1][O:2][C:3]1[CH:25]=[CH:24][C:6]([CH2:7][N:8]2[C:17](=[O:18])[C:16]3[C:11](=[CH:12][CH:13]=[C:14]([CH2:19][C:20]([NH:22][NH2:23])=O)[CH:15]=3)[N:10]=[CH:9]2)=[CH:5][CH:4]=1.Cl[C:27]1[N:28]=[N:29][C:30]([C:33]2[CH:34]=[N:35][CH:36]=[CH:37][CH:38]=2)=[CH:31][CH:32]=1, predict the reaction product. The product is: [CH3:1][O:2][C:3]1[CH:4]=[CH:5][C:6]([CH2:7][N:8]2[C:17](=[O:18])[C:16]3[C:11](=[CH:12][CH:13]=[C:14]([CH2:19][C:20]4[N:22]5[N:23]=[C:30]([C:33]6[CH:34]=[N:35][CH:36]=[CH:37][CH:38]=6)[CH:31]=[CH:32][C:27]5=[N:28][N:29]=4)[CH:15]=3)[N:10]=[CH:9]2)=[CH:24][CH:25]=1. (6) Given the reactants BrC1C=CC(C2C[C@@H](CO)ON=2)=NC=1.[F:15][C:16]1[CH:17]=[C:18]([N:36]2[CH2:40][C@H:39]([CH2:41][N:42]3[CH:46]=[CH:45][N:44]=[N:43]3)[O:38][C:37]2=[O:47])[CH:19]=[CH:20][C:21]=1[C:22]1[CH:23]=[N+:24]([O-])[C:25]([C:28]2[CH2:32][CH:31]([CH2:33][OH:34])[O:30][N:29]=2)=[CH:26][CH:27]=1.C(=O)([O-])[O-].[K+].[K+], predict the reaction product. The product is: [F:15][C:16]1[CH:17]=[C:18]([N:36]2[CH2:40][C@H:39]([CH2:41][N:42]3[CH:46]=[CH:45][N:44]=[N:43]3)[O:38][C:37]2=[O:47])[CH:19]=[CH:20][C:21]=1[C:22]1[CH:23]=[N:24][C:25]([C:28]2[CH2:32][C@@H:31]([CH2:33][OH:34])[O:30][N:29]=2)=[CH:26][CH:27]=1. (7) Given the reactants [C:1]([CH2:3][C:4]1([N:15]2[CH:19]=[C:18]([C:20]3[C:21]4[CH:28]=[CH:27][N:26](COC(=O)C(C)(C)C)[C:22]=4[N:23]=[N:24][CH:25]=3)[CH:17]=[N:16]2)[CH2:7][N:6]([C:8]([O:10][C:11]([CH3:14])([CH3:13])[CH3:12])=[O:9])[CH2:5]1)#[N:2].[OH-].[Na+], predict the reaction product. The product is: [N:23]1[C:22]2[NH:26][CH:27]=[CH:28][C:21]=2[C:20]([C:18]2[CH:17]=[N:16][N:15]([C:4]3([CH2:3][C:1]#[N:2])[CH2:7][N:6]([C:8]([O:10][C:11]([CH3:12])([CH3:13])[CH3:14])=[O:9])[CH2:5]3)[CH:19]=2)=[CH:25][N:24]=1.